From a dataset of Forward reaction prediction with 1.9M reactions from USPTO patents (1976-2016). Predict the product of the given reaction. (1) Given the reactants FC(F)(F)S(O[CH2:7][CH2:8][N:9]1[C:13]([CH3:14])=[C:12]([CH2:15][C:16]([NH:18][CH2:19][C:20]2[CH:25]=[CH:24][C:23]([F:26])=[CH:22][C:21]=2[Cl:27])=[O:17])[C:11]([CH3:28])=[N:10]1)(=O)=O.[NH:31]1[CH2:36][CH2:35][O:34][CH2:33][CH2:32]1, predict the reaction product. The product is: [Cl:27][C:21]1[CH:22]=[C:23]([F:26])[CH:24]=[CH:25][C:20]=1[CH2:19][NH:18][C:16](=[O:17])[CH2:15][C:12]1[C:11]([CH3:28])=[N:10][N:9]([CH2:8][CH2:7][N:31]2[CH2:36][CH2:35][O:34][CH2:33][CH2:32]2)[C:13]=1[CH3:14]. (2) Given the reactants C([NH:4][C:5]1([C:18]2[CH:23]=[CH:22][C:21]([Cl:24])=[CH:20][CH:19]=2)[CH2:10][CH2:9][N:8](C(OCC)=O)[CH2:7][C:6]1([CH3:17])[CH3:16])(=O)C.[OH-].[Na+].O, predict the reaction product. The product is: [Cl:24][C:21]1[CH:22]=[CH:23][C:18]([C:5]2([NH2:4])[CH2:10][CH2:9][NH:8][CH2:7][C:6]2([CH3:16])[CH3:17])=[CH:19][CH:20]=1. (3) The product is: [CH3:1][O:2][CH:3]([O:6][CH3:7])[CH2:4][NH:14][C@@H:10]([CH2:11][CH2:12][CH3:13])[CH3:9]. Given the reactants [CH3:1][O:2][CH:3]([O:6][CH3:7])[CH:4]=O.Cl.[CH3:9][C@@H:10]([NH2:14])[CH2:11][CH2:12][CH3:13].C(N(CC)CC)C, predict the reaction product.